Dataset: Full USPTO retrosynthesis dataset with 1.9M reactions from patents (1976-2016). Task: Predict the reactants needed to synthesize the given product. Given the product [C:4]([O:8][C:9]([N:11]1[CH2:17][CH2:16][CH2:15][C@H:14]([N:18]([CH2:19][C:20]2[CH:21]=[C:22]([C:30]([F:31])([F:33])[F:32])[CH:23]=[C:24]([C:26]([F:29])([F:28])[F:27])[CH:25]=2)[C:2]#[N:1])[C:13]2[CH:34]=[C:35]([CH2:42][CH3:43])[C:36]([C:38]([F:41])([F:39])[F:40])=[CH:37][C:12]1=2)=[O:10])([CH3:7])([CH3:6])[CH3:5], predict the reactants needed to synthesize it. The reactants are: [N:1]#[C:2]Br.[C:4]([O:8][C:9]([N:11]1[CH2:17][CH2:16][CH2:15][C@H:14]([NH:18][CH2:19][C:20]2[CH:25]=[C:24]([C:26]([F:29])([F:28])[F:27])[CH:23]=[C:22]([C:30]([F:33])([F:32])[F:31])[CH:21]=2)[C:13]2[CH:34]=[C:35]([CH2:42][CH3:43])[C:36]([C:38]([F:41])([F:40])[F:39])=[CH:37][C:12]1=2)=[O:10])([CH3:7])([CH3:6])[CH3:5].C(N(C(C)C)CC)(C)C.